Dataset: Reaction yield outcomes from USPTO patents with 853,638 reactions. Task: Predict the reaction yield, written as a fraction of the theoretical maximum amount of product (1.0 means a 100% yield; for example, 0.34 means a 34% yield). (1) The reactants are [N:1]1([NH:7][C:8]([C:10]2[N:11]=[C:12]([C:23]3[CH:28]=[CH:27][C:26]([Cl:29])=[CH:25][C:24]=3[Cl:30])[N:13]([C:16]3[CH:21]=[CH:20][C:19]([OH:22])=[CH:18][CH:17]=3)[C:14]=2[CH3:15])=[O:9])[CH2:6][CH2:5][CH2:4][CH2:3][CH2:2]1.C(N(CC)CC)C.[CH2:38]([S:41](Cl)(=[O:43])=[O:42])[CH2:39][CH3:40].O. The catalyst is C(Cl)Cl. The product is [Cl:30][C:24]1[CH:25]=[C:26]([Cl:29])[CH:27]=[CH:28][C:23]=1[C:12]1[N:13]([C:16]2[CH:17]=[CH:18][C:19]([O:22][S:41]([CH2:38][CH2:39][CH3:40])(=[O:43])=[O:42])=[CH:20][CH:21]=2)[C:14]([CH3:15])=[C:10]([C:8](=[O:9])[NH:7][N:1]2[CH2:6][CH2:5][CH2:4][CH2:3][CH2:2]2)[N:11]=1. The yield is 0.560. (2) The reactants are [NH2:1][CH2:2][CH2:3][C:4]1[N:5]=[C:6]([NH:9][C:10]([NH:12][C:13]2[CH:18]=[CH:17][C:16]([CH3:19])=[CH:15][C:14]=2[C:20]([CH:22]2[CH2:26][CH2:25][CH2:24][CH2:23]2)=[O:21])=[O:11])[S:7][CH:8]=1.[C:27](Cl)(=[O:29])[CH3:28].N1C=CC=CC=1. The catalyst is C(Cl)Cl. The product is [CH:22]1([C:20]([C:14]2[CH:15]=[C:16]([CH3:19])[CH:17]=[CH:18][C:13]=2[NH:12][C:10](=[O:11])[NH:9][C:6]2[S:7][CH:8]=[C:4]([CH2:3][CH2:2][NH:1][C:27](=[O:29])[CH3:28])[N:5]=2)=[O:21])[CH2:23][CH2:24][CH2:25][CH2:26]1. The yield is 0.640.